Dataset: Full USPTO retrosynthesis dataset with 1.9M reactions from patents (1976-2016). Task: Predict the reactants needed to synthesize the given product. (1) Given the product [NH2:27][C:28]([C:30]1[CH:35]=[CH:34][C:33]([C:2]2[CH:3]=[C:4]([C:14]([NH:16][CH2:17][C:18]3[C:19](=[O:26])[NH:20][C:21]([CH3:25])=[CH:22][C:23]=3[CH3:24])=[O:15])[C:5]3[CH:10]=[N:9][N:8]([CH:11]([CH3:13])[CH3:12])[C:6]=3[N:7]=2)=[CH:32][CH:31]=1)=[O:29], predict the reactants needed to synthesize it. The reactants are: Cl[C:2]1[CH:3]=[C:4]([C:14]([NH:16][CH2:17][C:18]2[C:19](=[O:26])[NH:20][C:21]([CH3:25])=[CH:22][C:23]=2[CH3:24])=[O:15])[C:5]2[CH:10]=[N:9][N:8]([CH:11]([CH3:13])[CH3:12])[C:6]=2[N:7]=1.[NH2:27][C:28]([C:30]1[CH:35]=[CH:34][C:33](B(O)O)=[CH:32][CH:31]=1)=[O:29].COCCOC.O.C(=O)(O)[O-].[Na+]. (2) Given the product [N+:1]([C:4]1[CH:12]=[C:8]([C:9]([O:11][CH3:14])=[O:10])[C:7]([OH:13])=[CH:6][CH:5]=1)([O-:3])=[O:2], predict the reactants needed to synthesize it. The reactants are: [N+:1]([C:4]1[CH:12]=[C:8]([C:9]([OH:11])=[O:10])[C:7]([OH:13])=[CH:6][CH:5]=1)([O-:3])=[O:2].[CH3:14]O. (3) Given the product [C:52]([CH2:51][CH2:50][C:6]1[C:11]2[CH2:12][C:13](=[CH:21][CH2:22][CH2:23][N:24]3[CH2:25][CH2:26][C:27]([C:31]4[CH:32]=[CH:33][C:34]([Cl:37])=[CH:35][CH:36]=4)([OH:30])[CH2:28][CH2:29]3)[C:14]3[C:15]([O:20][C:10]=2[CH:9]=[CH:8][CH:7]=1)=[N:16][CH:17]=[CH:18][CH:19]=3)(=[O:57])[NH2:53], predict the reactants needed to synthesize it. The reactants are: C(CO[C:6]1[C:11]2[CH2:12][C:13](=[CH:21][CH2:22][CH2:23][N:24]3[CH2:29][CH2:28][C:27]([C:31]4[CH:36]=[CH:35][C:34]([Cl:37])=[CH:33][CH:32]=4)([OH:30])[CH2:26][CH2:25]3)[C:14]3[C:15]([O:20][C:10]=2[CH:9]=[CH:8][CH:7]=1)=[N:16][CH:17]=[CH:18][CH:19]=3)(O)=O.C(CCC1C2C[C:50](=CCCN3CCC(C4C=CC(Cl)=CC=4)(O)CC3)[C:51]3[C:52]([O:57]C=2C=CC=1)=[N:53]C=CC=3)(O)=O.